Dataset: Reaction yield outcomes from USPTO patents with 853,638 reactions. Task: Predict the reaction yield, written as a fraction of the theoretical maximum amount of product (1.0 means a 100% yield; for example, 0.34 means a 34% yield). (1) The reactants are [F:1][C:2]([F:7])([F:6])[C:3]([OH:5])=[O:4].[CH2:8]([N:10]([CH2:12][C:13]1[S:17][CH:16]=[C:15]([C:18]2[CH:19]=[C:20]3[C:24](=[C:25]([C:27]([NH2:29])=[O:28])[CH:26]=2)[NH:23][CH:22]=[C:21]3[CH:30]2[CH2:35][CH2:34][N:33]([S:36]([CH2:39][CH3:40])(=[O:38])=[O:37])[CH2:32][CH2:31]2)[CH:14]=1)[CH3:11])[CH3:9].CN[CH2:43][CH3:44]. No catalyst specified. The product is [F:1][C:2]([F:7])([F:6])[C:3]([OH:5])=[O:4].[CH2:39]([S:36]([N:33]1[CH2:34][CH2:35][CH:30]([C:21]2[C:20]3[C:24](=[C:25]([C:27]([NH2:29])=[O:28])[CH:26]=[C:18]([C:15]4[CH:14]=[C:13]([CH2:12][N:10]([CH3:11])[CH2:8][CH:9]5[CH2:2][CH2:3][O:5][CH2:44][CH2:43]5)[S:17][CH:16]=4)[CH:19]=3)[NH:23][CH:22]=2)[CH2:31][CH2:32]1)(=[O:37])=[O:38])[CH3:40]. The yield is 0.164. (2) The reactants are [N:1]1[CH:6]=[C:5]([CH2:7][NH2:8])[CH:4]=[N:3][CH:2]=1.C[Al](C)C.[Cl:13][C:14]1[CH:15]=[C:16]([CH:21]([C:36]([F:39])([F:38])[F:37])/[CH:22]=[CH:23]/[C:24]2[CH:34]=[CH:33][C:27]([C:28](OCC)=[O:29])=[C:26]([CH3:35])[CH:25]=2)[CH:17]=[C:18]([Cl:20])[CH:19]=1. The catalyst is C(Cl)Cl. The product is [Cl:13][C:14]1[CH:15]=[C:16]([CH:21]([C:36]([F:39])([F:37])[F:38])/[CH:22]=[CH:23]/[C:24]2[CH:34]=[CH:33][C:27]([C:28]([NH:8][CH2:7][C:5]3[CH:6]=[N:1][CH:2]=[N:3][CH:4]=3)=[O:29])=[C:26]([CH3:35])[CH:25]=2)[CH:17]=[C:18]([Cl:20])[CH:19]=1. The yield is 0.550. (3) The product is [Br:12][C:5]1[CH:4]=[C:3]([CH3:13])[C:2]([Cl:18])=[CH:11][C:6]=1[C:7]([O:9][CH3:10])=[O:8]. The yield is 0.644. The catalyst is O.[Cu]Cl. The reactants are N[C:2]1[C:3]([CH3:13])=[CH:4][C:5]([Br:12])=[C:6]([CH:11]=1)[C:7]([O:9][CH3:10])=[O:8].N([O-])=O.[Na+].[ClH:18]. (4) The reactants are [F:1][CH:2]([CH3:11])[C:3](=O)[CH2:4][C:5]([O:7]CC)=O.Cl.[C:13](=[NH:18])([NH2:17])[CH2:14][CH2:15][CH3:16].C[O-].[Na+]. The catalyst is CO.C(OCC)(=O)C. The product is [F:1][CH:2]([C:3]1[N:17]=[C:13]([CH2:14][CH2:15][CH3:16])[NH:18][C:5](=[O:7])[CH:4]=1)[CH3:11]. The yield is 1.00. (5) The reactants are [NH2:1][C:2]1[C:11]([N+:12]([O-:14])=[O:13])=[C:10](Br)[CH:9]=[C:8]([O:16][CH3:17])[C:3]=1[C:4]([O:6][CH3:7])=[O:5].[C:18]1(B(O)O)[CH:23]=[CH:22][CH:21]=[CH:20][CH:19]=1.C(=O)([O-])[O-].[K+].[K+]. The product is [NH2:1][C:2]1[C:11]([N+:12]([O-:14])=[O:13])=[C:10]([C:18]2[CH:23]=[CH:22][CH:21]=[CH:20][CH:19]=2)[CH:9]=[C:8]([O:16][CH3:17])[C:3]=1[C:4]([O:6][CH3:7])=[O:5]. The catalyst is O1CCOCC1.O.[Cl-].[Na+].O.C1C=CC([P]([Pd]([P](C2C=CC=CC=2)(C2C=CC=CC=2)C2C=CC=CC=2)([P](C2C=CC=CC=2)(C2C=CC=CC=2)C2C=CC=CC=2)[P](C2C=CC=CC=2)(C2C=CC=CC=2)C2C=CC=CC=2)(C2C=CC=CC=2)C2C=CC=CC=2)=CC=1. The yield is 0.920.